From a dataset of Catalyst prediction with 721,799 reactions and 888 catalyst types from USPTO. Predict which catalyst facilitates the given reaction. (1) Reactant: [C:1]1([CH:7]=[CH:8][C:9]2[CH:13]=[C:12]([CH2:14][CH2:15][CH:16]=O)[O:11][N:10]=2)[CH:6]=[CH:5][CH:4]=[CH:3][CH:2]=1.[CH3:18][O:19][C:20]1[CH:25]=[CH:24][CH:23]=[CH:22][C:21]=1[N:26]1[CH2:31][CH2:30][NH:29][CH2:28][CH2:27]1.[BH-](OC(C)=O)(OC(C)=O)OC(C)=O.[Na+]. Product: [CH3:18][O:19][C:20]1[CH:25]=[CH:24][CH:23]=[CH:22][C:21]=1[N:26]1[CH2:31][CH2:30][N:29]([CH2:16][CH2:15][CH2:14][C:12]2[O:11][N:10]=[C:9]([CH:8]=[CH:7][C:1]3[CH:2]=[CH:3][CH:4]=[CH:5][CH:6]=3)[CH:13]=2)[CH2:28][CH2:27]1. The catalyst class is: 2. (2) Reactant: [CH3:1][O:2][C:3]1[CH:4]=[C:5]([CH:11]([CH:14]=O)[C:12]#[N:13])[CH:6]=[CH:7][C:8]=1[O:9][CH3:10].[NH2:16][C:17]([O:19][CH2:20][CH3:21])=[O:18].S(=O)(=O)(O)O. Product: [CH2:20]([O:19][C:17](=[O:18])[NH:16][CH:14]=[C:11]([C:12]#[N:13])[C:5]1[CH:6]=[CH:7][C:8]([O:9][CH3:10])=[C:3]([O:2][CH3:1])[CH:4]=1)[CH3:21]. The catalyst class is: 11. (3) Reactant: [CH3:1][O:2][C:3](=[O:16])[CH2:4][C:5]1[C:9]2[C:10]([CH3:15])=[CH:11][C:12]([OH:14])=[CH:13][C:8]=2[S:7][CH:6]=1.[CH3:17][C:18]1[C:23]([CH2:24]O)=[CH:22][CH:21]=[C:20]([C:26]([F:29])([F:28])[F:27])[N:19]=1.C(P(CCCC)CCCC)CCC.C1CCN(C(N=NC(N2CCCCC2)=O)=O)CC1. Product: [CH3:1][O:2][C:3](=[O:16])[CH2:4][C:5]1[C:9]2[C:10]([CH3:15])=[CH:11][C:12]([O:14][CH2:24][C:23]3[C:18]([CH3:17])=[N:19][C:20]([C:26]([F:29])([F:27])[F:28])=[CH:21][CH:22]=3)=[CH:13][C:8]=2[S:7][CH:6]=1. The catalyst class is: 1. (4) Reactant: I[CH:2]([CH3:4])[CH3:3].[CH2:5]([O:9][C:10]1[N:18]=[C:17]2[C:13]([N:14]=[C:15]([O:26]C)[N:16]2[CH2:19][CH:20]2[CH2:25][CH2:24][CH2:23][NH:22][CH2:21]2)=[C:12]([NH2:28])[N:11]=1)[CH2:6][CH2:7][CH3:8].CCN(C(C)C)C(C)C.CS(C)=O. Product: [NH2:28][C:12]1[N:11]=[C:10]([O:9][CH2:5][CH2:6][CH2:7][CH3:8])[N:18]=[C:17]2[C:13]=1[NH:14][C:15](=[O:26])[N:16]2[CH2:19][CH:20]1[CH2:25][CH2:24][CH2:23][N:22]([CH:2]([CH3:4])[CH3:3])[CH2:21]1. The catalyst class is: 3. (5) Reactant: [NH2:1][CH:2]([CH2:12][C:13]1[CH:18]=[CH:17][C:16]([C:19]2[CH:24]=[C:23]([Cl:25])[CH:22]=[CH:21][C:20]=2[F:26])=[CH:15][CH:14]=1)[CH2:3][C@:4]([CH2:10][CH3:11])([CH2:8][OH:9])[C:5]([OH:7])=[O:6].CCN(C(C)C)C(C)C.[NH:36]1[CH:40]=[C:39]([C:41](O)=[O:42])[N:38]=[N:37]1.CN(C(ON1N=NC2C=CC=NC1=2)=[N+](C)C)C.F[P-](F)(F)(F)(F)F. Product: [Cl:25][C:23]1[CH:22]=[CH:21][C:20]([F:26])=[C:19]([C:16]2[CH:17]=[CH:18][C:13]([CH2:12][CH:2]([NH:1][C:41]([C:39]3[NH:38][N:37]=[N:36][CH:40]=3)=[O:42])[CH2:3][C@:4]([CH2:10][CH3:11])([CH2:8][OH:9])[C:5]([OH:7])=[O:6])=[CH:14][CH:15]=2)[CH:24]=1. The catalyst class is: 3. (6) Reactant: [NH2:1][C:2]1[CH:3]=[C:4]([CH:8]=[CH:9][C:10]=1[NH2:11])[C:5]([OH:7])=[O:6].[N:12]([O-])=O.[Na+].S(=O)(=O)(O)O. Product: [NH:1]1[C:2]2[CH:3]=[C:4]([C:5]([OH:7])=[O:6])[CH:8]=[CH:9][C:10]=2[N:11]=[N:12]1. The catalyst class is: 52.